Dataset: Forward reaction prediction with 1.9M reactions from USPTO patents (1976-2016). Task: Predict the product of the given reaction. (1) Given the reactants [OH-].[Na+].C[O:4][C:5](=[O:42])[CH2:6][C:7]1[CH:8]=[C:9]([C:16]2[CH:21]=[CH:20][C:19]([C:22]([CH2:40][CH3:41])([C:25]3[CH:30]=[CH:29][C:28](/[CH:31]=[CH:32]/[C:33]([CH2:37][CH3:38])([OH:36])[CH2:34][CH3:35])=[C:27]([CH3:39])[CH:26]=3)[CH2:23][CH3:24])=[CH:18][CH:17]=2)[C:10]([OH:15])=[C:11]([O:13][CH3:14])[CH:12]=1.[Cl-].[NH4+], predict the reaction product. The product is: [CH2:23]([C:22]([C:19]1[CH:18]=[CH:17][C:16]([C:9]2[C:10]([OH:15])=[C:11]([O:13][CH3:14])[CH:12]=[C:7]([CH2:6][C:5]([OH:42])=[O:4])[CH:8]=2)=[CH:21][CH:20]=1)([C:25]1[CH:30]=[CH:29][C:28](/[CH:31]=[CH:32]/[C:33]([CH2:34][CH3:35])([OH:36])[CH2:37][CH3:38])=[C:27]([CH3:39])[CH:26]=1)[CH2:40][CH3:41])[CH3:24]. (2) Given the reactants [CH2:1]([O:4][N:5]([C:16]([CH3:19])([CH3:18])[CH3:17])[C:6]([CH3:15])([CH3:14])[C:7]([NH:9][C:10]([CH3:13])([CH3:12])[CH3:11])=[O:8])[CH:2]=[CH2:3].[C:20](N(C(C)(C)C(NC(C)(C)C)=O)O)(C)(C)[CH3:21].BrCC=CC=C, predict the reaction product. The product is: [CH2:1]([O:4][N:5]([C:16]([CH3:19])([CH3:18])[CH3:17])[C:6]([CH3:15])([CH3:14])[C:7]([NH:9][C:10]([CH3:13])([CH3:12])[CH3:11])=[O:8])[CH:2]=[CH:3][CH:20]=[CH2:21]. (3) Given the reactants C([O:5][C:6](=[O:46])[C:7]1[CH:12]=[CH:11][CH:10]=[C:9]([CH2:13][CH:14]([NH:28][C:29](=[O:43])[CH2:30][N:31]2[CH2:36][CH2:35][N:34]([C:37]3[CH:42]=[CH:41][CH:40]=[CH:39][N:38]=3)[CH2:33][CH2:32]2)[B:15]2[O:23]C3C(C)(C4CC(C3)C4(C)C)[O:16]2)[C:8]=1OC)(C)(C)C.B(Cl)(Cl)Cl, predict the reaction product. The product is: [OH:23][B:15]1[CH:14]([NH:28][C:29](=[O:43])[CH2:30][N:31]2[CH2:32][CH2:33][N:34]([C:37]3[CH:42]=[CH:41][CH:40]=[CH:39][N:38]=3)[CH2:35][CH2:36]2)[CH2:13][C:9]2[CH:10]=[CH:11][CH:12]=[C:7]([C:6]([OH:5])=[O:46])[C:8]=2[O:16]1.